Dataset: Forward reaction prediction with 1.9M reactions from USPTO patents (1976-2016). Task: Predict the product of the given reaction. (1) The product is: [CH3:14][C:10]1[N:11]=[C:12]([CH3:13])[N:8]([C:6]2[CH:7]=[C:2]([CH:16]=[CH2:17])[N:3]=[C:4]([CH3:15])[N:5]=2)[N:9]=1. Given the reactants Cl[C:2]1[CH:7]=[C:6]([N:8]2[C:12]([CH3:13])=[N:11][C:10]([CH3:14])=[N:9]2)[N:5]=[C:4]([CH3:15])[N:3]=1.[CH2:16]([Sn](CCCC)(CCCC)C=C)[CH2:17]CC, predict the reaction product. (2) Given the reactants [OH:1][C:2]1[C:11]2[C:6](=[CH:7][CH:8]=[CH:9][CH:10]=2)[C:5]([NH:12][C:13](=[O:19])[O:14][C:15]([CH3:18])([CH3:17])[CH3:16])=[CH:4][CH:3]=1.C([O-])([O-])=O.[K+].[K+].Cl.[N:27]1[CH:32]=[CH:31][C:30]([CH2:33]Cl)=[CH:29][CH:28]=1, predict the reaction product. The product is: [N:27]1[CH:32]=[CH:31][C:30]([CH2:33][O:1][C:2]2[C:11]3[C:6](=[CH:7][CH:8]=[CH:9][CH:10]=3)[C:5]([NH:12][C:13](=[O:19])[O:14][C:15]([CH3:16])([CH3:18])[CH3:17])=[CH:4][CH:3]=2)=[CH:29][CH:28]=1. (3) Given the reactants [C:1]1([S:7]([CH:9]([P:44]([OH:47])([OH:46])=[O:45])[CH2:10][CH:11]2[O:15][CH:14]([N:16]3[CH:24]=[N:23][C:22]4[C:17]3=[N:18][CH:19]=[N:20][C:21]=4[NH:25]C(=O)C3C=CC=CC=3)[CH:13]([O:34]C(=O)C3C=CC=CC=3)[CH:12]2[F:43])=[O:8])[CH:6]=[CH:5][CH:4]=[CH:3][CH:2]=1.NC1NC(=O)C2N=CN([C@@H]3O[C@H](CC(P(=O)(O)O)SC4C=CC=CC=4)[C@@H](F)[C@H]3O)C=2N=1, predict the reaction product. The product is: [NH2:25][C:21]1[N:20]=[CH:19][N:18]=[C:17]2[C:22]=1[N:23]=[CH:24][N:16]2[CH:14]1[O:15][CH:11]([CH2:10][CH:9]([P:44](=[O:45])([OH:46])[OH:47])[S:7]([C:1]2[CH:2]=[CH:3][CH:4]=[CH:5][CH:6]=2)=[O:8])[CH:12]([F:43])[CH:13]1[OH:34]. (4) Given the reactants [NH2:1][C:2]1[CH:3]=[N:4][N:5]([CH3:21])[C:6]=1[N:7]1[CH2:12][CH2:11][N:10]([C:13]([O:15][C:16]([CH3:19])([CH3:18])[CH3:17])=[O:14])[CH2:9][C@H:8]1[CH3:20].ClC1N(C)N=CC=1[N+]([O-])=O.C[C@@H]1NCCN(C(OC(C)(C)C)=O)C1, predict the reaction product. The product is: [NH2:1][C:2]1[CH:3]=[N:4][N:5]([CH3:21])[C:6]=1[N:7]1[CH2:12][CH2:11][N:10]([C:13]([O:15][C:16]([CH3:18])([CH3:17])[CH3:19])=[O:14])[CH2:9][C@@H:8]1[CH3:20]. (5) Given the reactants C[C:2](C)([O-:4])C.[K+].[Cl-].COC[P+](C1C=CC=CC=1)(C1C=CC=CC=1)C1C=CC=CC=1.[O:30]1[C:34]2[CH:35]=[CH:36][CH:37]=[CH:38][C:33]=2[CH:32]=[C:31]1[CH:39]1[CH2:44][CH2:43][C:42](=O)[CH2:41][CH2:40]1.Cl, predict the reaction product. The product is: [O:30]1[C:34]2[CH:35]=[CH:36][CH:37]=[CH:38][C:33]=2[CH:32]=[C:31]1[CH:39]1[CH2:44][CH2:43][CH:42]([CH:2]=[O:4])[CH2:41][CH2:40]1. (6) Given the reactants [F:1][C:2]1[CH:7]=[CH:6][C:5]([C:8]2[NH:12][N:11]=[CH:10][C:9]=2[C:13]2[S:14][CH:15]=[C:16]([CH2:18][C:19]([NH:21][CH2:22][CH:23]3[CH2:28][CH2:27][O:26][CH2:25][CH2:24]3)=[O:20])[N:17]=2)=[CH:4][CH:3]=1.O[CH:30]1[CH2:34][CH2:33][O:32][CH2:31]1.CC(OC(/N=N/C(OC(C)C)=O)=O)C.C1(P(C2C=CC=CC=2)C2C=CC=CC=2)C=CC=CC=1, predict the reaction product. The product is: [F:1][C:2]1[CH:7]=[CH:6][C:5]([C:8]2[N:12]([CH:30]3[CH2:34][CH2:33][O:32][CH2:31]3)[N:11]=[CH:10][C:9]=2[C:13]2[S:14][CH:15]=[C:16]([CH2:18][C:19]([NH:21][CH2:22][CH:23]3[CH2:28][CH2:27][O:26][CH2:25][CH2:24]3)=[O:20])[N:17]=2)=[CH:4][CH:3]=1.[F:1][C:2]1[CH:7]=[CH:6][C:5]([C:8]2[C:9]([C:13]3[S:14][CH:15]=[C:16]([CH2:18][C:19]([NH:21][CH2:22][CH:23]4[CH2:28][CH2:27][O:26][CH2:25][CH2:24]4)=[O:20])[N:17]=3)=[CH:10][N:11]([CH:30]3[CH2:34][CH2:33][O:32][CH2:31]3)[N:12]=2)=[CH:4][CH:3]=1.